Predict the reaction yield, written as a fraction of the theoretical maximum amount of product (1.0 means a 100% yield; for example, 0.34 means a 34% yield). From a dataset of Reaction yield outcomes from USPTO patents with 853,638 reactions. (1) The reactants are [F:1][C:2]1[C:3]([CH3:18])=[N:4][C:5]2[N:6]([N:9]=[C:10]([C:12]3[CH:17]=[CH:16][CH:15]=[CH:14][CH:13]=3)[CH:11]=2)[C:7]=1O.O=P(Cl)(Cl)[Cl:21]. The catalyst is ClCCl. The product is [Cl:21][C:7]1[N:6]2[N:9]=[C:10]([C:12]3[CH:17]=[CH:16][CH:15]=[CH:14][CH:13]=3)[CH:11]=[C:5]2[N:4]=[C:3]([CH3:18])[C:2]=1[F:1]. The yield is 0.890. (2) The reactants are [C:1]12([CH2:11][C:12](O)=[O:13])[CH2:10][CH:5]3[CH2:6][CH:7]([CH2:9][CH:3]([CH2:4]3)[CH2:2]1)[CH2:8]2.CCN=C=NCCCN(C)C.C(N(CC)CC)C.[S:33]1[C:41]2[CH2:40][CH2:39][NH:38][CH2:37][C:36]=2[CH:35]=[CH:34]1. The catalyst is C(Cl)Cl.CN(C1C=CN=CC=1)C. The product is [C:1]12([CH2:11][C:12]([N:38]3[CH2:39][CH2:40][C:41]4[S:33][CH:34]=[CH:35][C:36]=4[CH2:37]3)=[O:13])[CH2:10][CH:5]3[CH2:6][CH:7]([CH2:9][CH:3]([CH2:4]3)[CH2:2]1)[CH2:8]2. The yield is 0.310. (3) The reactants are Cl[C:2]1[C:9]([N+:10]([O-:12])=[O:11])=[CH:8][CH:7]=[C:6]([Cl:13])[C:3]=1[C:4]#[N:5].[CH3:14][NH2:15]. The catalyst is C(OCC)(=O)C. The product is [Cl:13][C:6]1[C:3]([C:4]#[N:5])=[C:2]([NH:15][CH3:14])[C:9]([N+:10]([O-:12])=[O:11])=[CH:8][CH:7]=1. The yield is 0.960.